Dataset: Blood-brain barrier penetration binary classification data from Martins et al.. Task: Regression/Classification. Given a drug SMILES string, predict its absorption, distribution, metabolism, or excretion properties. Task type varies by dataset: regression for continuous measurements (e.g., permeability, clearance, half-life) or binary classification for categorical outcomes (e.g., BBB penetration, CYP inhibition). Dataset: bbb_martins. (1) The compound is CCCN1CC=C(c2c[nH]c3ccc(Cl)cc23)CC1. The result is 1 (penetrates BBB). (2) The compound is CCC(=O)C(c1ccccc1)(c1ccccc1)C(C)CN(C)C. The result is 1 (penetrates BBB). (3) The compound is O=C1CCC(C(=O)NC2CC2c2ccccc2)N1. The result is 1 (penetrates BBB).